From a dataset of Forward reaction prediction with 1.9M reactions from USPTO patents (1976-2016). Predict the product of the given reaction. (1) Given the reactants NCC1C(CC)=[N:7][C:6]2[N:11]([CH2:14][CH3:15])[N:12]=[CH:13][C:5]=2[C:4]=1[NH:16][CH:17]1[CH2:22][CH2:21][O:20][CH2:19][CH2:18]1.[N+]([C:26]1[CH:31]=[CH:30][C:29]([N:32]([CH2:36][C:37]2[CH:42]=[CH:41][CH:40]=[CH:39][CH:38]=2)[C:33](=[O:35])[O-])=C[CH:27]=1)([O-])=O.CC[N:45](C(C)C)C(C)C, predict the reaction product. The product is: [CH2:14]([N:11]1[C:6]2=[N:7][C:31]([CH2:26][CH3:27])=[C:30]([CH2:29][N:32]([CH2:36][C:37]3[CH:38]=[CH:39][CH:40]=[CH:41][CH:42]=3)[C:33]([NH2:45])=[O:35])[C:4]([NH:16][CH:17]3[CH2:18][CH2:19][O:20][CH2:21][CH2:22]3)=[C:5]2[CH:13]=[N:12]1)[CH3:15]. (2) Given the reactants Cl[C:2]1[C:3]([Cl:26])=[C:4]2[N:10]=[C:9]([C:11]3[CH:16]=[CH:15][C:14]([O:17][CH2:18][CH2:19][N:20]4[CH2:25][CH2:24][O:23][CH2:22][CH2:21]4)=[CH:13][CH:12]=3)[NH:8][C:5]2=[N:6][CH:7]=1.[CH3:27][N:28](C=O)C, predict the reaction product. The product is: [Cl:26][C:3]1[C:2]([C:27]#[N:28])=[CH:7][N:6]=[C:5]2[NH:8][C:9]([C:11]3[CH:16]=[CH:15][C:14]([O:17][CH2:18][CH2:19][N:20]4[CH2:25][CH2:24][O:23][CH2:22][CH2:21]4)=[CH:13][CH:12]=3)=[N:10][C:4]=12.